From a dataset of Reaction yield outcomes from USPTO patents with 853,638 reactions. Predict the reaction yield, written as a fraction of the theoretical maximum amount of product (1.0 means a 100% yield; for example, 0.34 means a 34% yield). (1) The reactants are COC1C=CC(C[N:8](CC2C=CC(OC)=CC=2)[C:9]2[N:14]=[CH:13][C:12]([C:15]3[C:16]4[CH2:29][CH2:28][N:27]([C:30]5[CH:38]=[CH:37][C:33]([C:34](O)=[O:35])=[CH:32][CH:31]=5)[C:17]=4[N:18]=[C:19]([N:21]4[CH2:26][CH2:25][O:24][CH2:23][CH2:22]4)[N:20]=3)=[CH:11][N:10]=2)=CC=1.[NH2:50][CH2:51][CH2:52][O:53][CH2:54][CH2:55][OH:56]. No catalyst specified. The yield is 0.100. The product is [NH2:8][C:9]1[N:14]=[CH:13][C:12]([C:15]2[C:16]3[CH2:29][CH2:28][N:27]([C:30]4[CH:31]=[CH:32][C:33]([C:34]([NH:50][CH2:51][CH2:52][O:53][CH2:54][CH2:55][OH:56])=[O:35])=[CH:37][CH:38]=4)[C:17]=3[N:18]=[C:19]([N:21]3[CH2:26][CH2:25][O:24][CH2:23][CH2:22]3)[N:20]=2)=[CH:11][N:10]=1. (2) The reactants are [C:1]1([CH3:15])[CH:6]=[CH:5][CH:4]=[CH:3][C:2]=1[C:7]1[C:11](C(O)=O)=[CH:10][O:9][N:8]=1.C1C=CC(OP([O:28][C:29]2C=CC=CC=2)(N=[N+]=[N-])=O)=CC=1.C([N:37](CC)CC)C.[C:42]([OH:46])([CH3:45])([CH3:44])[CH3:43]. No catalyst specified. The product is [C:42]([O:46][C:29](=[O:28])[NH:37][C:11]1[C:7]([C:2]2[CH:3]=[CH:4][CH:5]=[CH:6][C:1]=2[CH3:15])=[N:8][O:9][CH:10]=1)([CH3:45])([CH3:44])[CH3:43]. The yield is 0.750.